From a dataset of Forward reaction prediction with 1.9M reactions from USPTO patents (1976-2016). Predict the product of the given reaction. Given the reactants Cl.[F:2][C:3]([F:14])([F:13])[O:4][C:5]1[CH:10]=[CH:9][C:8]([NH:11]N)=[CH:7][CH:6]=1.Cl.[CH3:16][N:17]1[CH2:22][CH2:21][C:20](=O)[CH2:19][CH2:18]1, predict the reaction product. The product is: [CH3:16][N:17]1[CH2:22][CH2:21][C:20]2[NH:11][C:8]3[CH:7]=[CH:6][C:5]([O:4][C:3]([F:14])([F:13])[F:2])=[CH:10][C:9]=3[C:19]=2[CH2:18]1.